From a dataset of Full USPTO retrosynthesis dataset with 1.9M reactions from patents (1976-2016). Predict the reactants needed to synthesize the given product. (1) The reactants are: [NH2:1][CH2:2][CH2:3][N:4]1[C:9](=[O:10])[CH:8]=[CH:7][C:6]([C:11]2[S:12][CH:13]=[C:14]([CH3:16])[CH:15]=2)=[N:5]1.Cl[C:18]1[CH:19]=[CH:20][N:21]=[C:22]2[C:27]=1[N:26]=[CH:25][C:24]([O:28][CH3:29])=[CH:23]2. Given the product [CH3:29][O:28][C:24]1[CH:23]=[C:22]2[C:27]([C:18]([NH:1][CH2:2][CH2:3][N:4]3[C:9](=[O:10])[CH:8]=[CH:7][C:6]([C:11]4[S:12][CH:13]=[C:14]([CH3:16])[CH:15]=4)=[N:5]3)=[CH:19][CH:20]=[N:21]2)=[N:26][CH:25]=1, predict the reactants needed to synthesize it. (2) Given the product [Br:22][C:20]1[CH:19]=[CH:18][C:17]2[O:23][C:24](/[CH:25]=[CH:26]/[C:27]3[CH:32]=[CH:31][CH:30]=[CH:29][CH:28]=3)=[N:15][C:16]=2[CH:21]=1, predict the reactants needed to synthesize it. The reactants are: O=P12OP3(OP(OP(O3)(O1)=O)(=O)O2)=O.[NH2:15][C:16]1[CH:21]=[C:20]([Br:22])[CH:19]=[CH:18][C:17]=1[OH:23].[C:24](O)(=O)/[CH:25]=[CH:26]/[C:27]1[CH:32]=[CH:31][CH:30]=[CH:29][CH:28]=1.[OH-].[Na+].